Dataset: Reaction yield outcomes from USPTO patents with 853,638 reactions. Task: Predict the reaction yield, written as a fraction of the theoretical maximum amount of product (1.0 means a 100% yield; for example, 0.34 means a 34% yield). (1) The reactants are [Cl:1][C:2]1[NH:10][C:9]2[C:8](=[O:11])[N:7]([CH2:12][CH2:13][CH2:14][C:15]([O:17]CC)=O)[C:6](=[O:20])[N:5]([CH2:21][CH2:22][CH2:23][CH2:24][CH3:25])[C:4]=2[N:3]=1.O[NH:27][C:28](=[NH:35])[CH2:29][C:30]1[CH:34]=[CH:33][S:32][CH:31]=1.CC[O-].[Na+]. The catalyst is CCO. The product is [Cl:1][C:2]1[NH:10][C:9]2[C:8](=[O:11])[N:7]([CH2:12][CH2:13][CH2:14][C:15]3[O:17][N:35]=[C:28]([CH2:29][C:30]4[CH:34]=[CH:33][S:32][CH:31]=4)[N:27]=3)[C:6](=[O:20])[N:5]([CH2:21][CH2:22][CH2:23][CH2:24][CH3:25])[C:4]=2[N:3]=1. The yield is 0.310. (2) The reactants are [C:1]([N:5]1[C:9]2[N:10]=[C:11]([NH:13][C:14](=[O:22])[C:15]3[CH:20]=[CH:19][C:18]([CH3:21])=[CH:17][CH:16]=3)[S:12][C:8]=2[C:7]([C:23](O)=[O:24])=[CH:6]1)([CH3:4])([CH3:3])[CH3:2].Cl.[S:27]1[CH:31]=[CH:30][N:29]=[C:28]1[CH2:32][NH2:33].ON1C2N=CC=CC=2N=N1.Cl.CN(C)CCCN=C=NCC.CN1CCOCC1. The catalyst is O.CN(C)C=O. The product is [S:27]1[CH:31]=[CH:30][N:29]=[C:28]1[CH2:32][NH:33][C:23]([C:7]1[C:8]2[S:12][C:11]([NH:13][C:14](=[O:22])[C:15]3[CH:16]=[CH:17][C:18]([CH3:21])=[CH:19][CH:20]=3)=[N:10][C:9]=2[N:5]([C:1]([CH3:3])([CH3:4])[CH3:2])[CH:6]=1)=[O:24]. The yield is 0.680. (3) The reactants are C[Al](C)C.[Cl:5][C:6]1[N:7]=[C:8]([C:13]([NH:15][C@H:16]2[CH2:21][CH2:20][N:19]([C:22]3[S:23][C:24]([C:30]([O:32]CC)=O)=[C:25]([CH2:27][NH:28][CH3:29])[N:26]=3)[CH2:18][C@H:17]2[O:35][CH2:36][CH3:37])=[O:14])[NH:9][C:10]=1[CH2:11][CH3:12].Cl. The catalyst is C1(C)C=CC=CC=1. The product is [Cl:5][C:6]1[N:7]=[C:8]([C:13]([NH:15][C@H:16]2[CH2:21][CH2:20][N:19]([C:22]3[S:23][C:24]4[C:30](=[O:32])[N:28]([CH3:29])[CH2:27][C:25]=4[N:26]=3)[CH2:18][C@H:17]2[O:35][CH2:36][CH3:37])=[O:14])[NH:9][C:10]=1[CH2:11][CH3:12]. The yield is 0.350.